From a dataset of Catalyst prediction with 721,799 reactions and 888 catalyst types from USPTO. Predict which catalyst facilitates the given reaction. (1) Reactant: [CH3:1][O:2][C:3]1[CH:4]=[C:5]2[O:9][C:8]([C:10]3[N:11]=[C:12]4[N:16]([CH:17]=3)[N:15]=[C:14]([O:18][CH3:19])[S:13]4)=[CH:7][C:6]2=[C:20]([OH:22])[CH:21]=1.C1(P(C2C=CC=CC=2)C2C=CC=CC=2)C=CC=CC=1.[O:42]1[CH2:47][CH2:46][N:45]([C:48]2[S:49][CH:50]=[C:51]([CH2:53]O)[N:52]=2)[CH2:44][CH2:43]1.CC(OC(/N=N/C(OC(C)C)=O)=O)C. Product: [CH3:1][O:2][C:3]1[CH:21]=[C:20]([O:22][CH2:53][C:51]2[N:52]=[C:48]([N:45]3[CH2:46][CH2:47][O:42][CH2:43][CH2:44]3)[S:49][CH:50]=2)[C:6]2[CH:7]=[C:8]([C:10]3[N:11]=[C:12]4[N:16]([CH:17]=3)[N:15]=[C:14]([O:18][CH3:19])[S:13]4)[O:9][C:5]=2[CH:4]=1. The catalyst class is: 54. (2) Reactant: Cl.[C:2]([C:4]1[C:5](O)=[C:6]([C:10]2[N:20]=[CH:19][CH:18]=[CH:17][C:11]=2[C:12]([O:14][CH2:15][CH3:16])=[O:13])[CH:7]=[CH:8][CH:9]=1)#[N:3].CS([O:26][CH2:27][CH2:28][C:29]1[CH:34]=[CH:33][C:32]([O:35][CH3:36])=[C:31]([O:37][CH3:38])[CH:30]=1)(=O)=O.C(=O)([O-])[O-].[K+].[K+]. Product: [C:2]([C:4]1[CH:5]=[C:6]([C:10]2[N:20]=[CH:19][CH:18]=[CH:17][C:11]=2[C:12]([O:14][CH2:15][CH3:16])=[O:13])[CH:7]=[CH:8][C:9]=1[O:26][CH2:27][CH2:28][C:29]1[CH:34]=[CH:33][C:32]([O:35][CH3:36])=[C:31]([O:37][CH3:38])[CH:30]=1)#[N:3]. The catalyst class is: 3.